This data is from Forward reaction prediction with 1.9M reactions from USPTO patents (1976-2016). The task is: Predict the product of the given reaction. (1) Given the reactants [CH2:1]([N:8]1[CH:13]=[C:12]([N+:14]([O-:16])=[O:15])[C:11](=[O:17])[NH:10][C:9]1=[O:18])[C:2]1[CH:7]=[CH:6][CH:5]=[CH:4][CH:3]=1.[C:19]([O:22][C:23]([O-])=O)([O-])=[O:20].[K+].[K+].Br[CH2:29]C(OC)=O, predict the reaction product. The product is: [CH2:1]([N:8]1[C:13]([CH3:29])=[C:12]([N+:14]([O-:16])=[O:15])[C:11](=[O:17])[N:10]([C:19]([O:22][CH3:23])=[O:20])[C:9]1=[O:18])[C:2]1[CH:3]=[CH:4][CH:5]=[CH:6][CH:7]=1. (2) Given the reactants [F:1][C:2]1[C:7]([C:8]2[CH:13]=[C:12]([O:14][CH3:15])[CH:11]=[C:10]([O:16][CH3:17])[CH:9]=2)=[CH:6][C:5]([CH:18]2[O:22][CH2:21][CH2:20][O:19]2)=[C:4]([N+:23]([O-])=O)[CH:3]=1.[BH4-].[Na+], predict the reaction product. The product is: [O:19]1[CH2:20][CH2:21][O:22][CH:18]1[C:5]1[C:4]([NH2:23])=[CH:3][C:2]([F:1])=[C:7]([C:8]2[CH:9]=[C:10]([O:16][CH3:17])[CH:11]=[C:12]([O:14][CH3:15])[CH:13]=2)[CH:6]=1. (3) Given the reactants C([O:5][C:6](=[O:50])[CH2:7][O:8][C:9]1[CH:14]=[CH:13][CH:12]=[C:11]([CH2:15][O:16][NH:17][C:18]([CH:20]2[C:29]3[C:24](=[CH:25][CH:26]=[CH:27][CH:28]=3)[C:23](=[O:30])[N:22]([CH:31]3[CH2:36][CH2:35][CH2:34][CH2:33][CH:32]3[NH:37][S:38]([CH3:41])(=[O:40])=[O:39])[CH:21]2[C:42]2[CH:47]=[CH:46][C:45]([Cl:48])=[CH:44][C:43]=2[Cl:49])=[O:19])[CH:10]=1)(C)(C)C.ClC(Cl)C.FC(F)(F)C(O)=O, predict the reaction product. The product is: [Cl:49][C:43]1[CH:44]=[C:45]([Cl:48])[CH:46]=[CH:47][C:42]=1[CH:21]1[CH:20]([C:18]([NH:17][O:16][CH2:15][C:11]2[CH:10]=[C:9]([CH:14]=[CH:13][CH:12]=2)[O:8][CH2:7][C:6]([OH:50])=[O:5])=[O:19])[C:29]2[C:24](=[CH:25][CH:26]=[CH:27][CH:28]=2)[C:23](=[O:30])[N:22]1[CH:31]1[CH2:36][CH2:35][CH2:34][CH2:33][CH:32]1[NH:37][S:38]([CH3:41])(=[O:40])=[O:39]. (4) Given the reactants [C:1]([O:5][C:6]([N:8]1[CH2:11][C:10]([C:13]2[CH:18]=[CH:17][C:16]([O:19]CC3C=CC=CC=3)=[CH:15][C:14]=2[O:27]CC2C=CC=CC=2)(O)[CH2:9]1)=[O:7])([CH3:4])([CH3:3])[CH3:2], predict the reaction product. The product is: [C:1]([O:5][C:6]([N:8]1[CH2:9][CH:10]([C:13]2[CH:18]=[CH:17][C:16]([OH:19])=[CH:15][C:14]=2[OH:27])[CH2:11]1)=[O:7])([CH3:4])([CH3:2])[CH3:3]. (5) Given the reactants Cl[C:2]1[N:7]=[C:6]([C:8]2[N:12]3[CH:13]=[CH:14][CH:15]=[CH:16][C:11]3=[N:10][C:9]=2[C:17]2[CH:18]=[C:19]([CH:31]=[CH:32][CH:33]=2)[C:20]([NH:22][C:23]2[C:28]([F:29])=[CH:27][CH:26]=[CH:25][C:24]=2[F:30])=[O:21])[CH:5]=[CH:4][N:3]=1.[CH3:34][C:35]1[C:36]([CH:44]2[CH2:49][CH2:48][N:47]([CH2:50][CH2:51][CH3:52])[CH2:46][CH2:45]2)=[CH:37][C:38]([O:42][CH3:43])=[C:39]([CH:41]=1)[NH2:40].C1(C)C=CC(S(O)(=O)=O)=CC=1.C[O-].[Na+], predict the reaction product. The product is: [F:30][C:24]1[CH:25]=[CH:26][CH:27]=[C:28]([F:29])[C:23]=1[NH:22][C:20](=[O:21])[C:19]1[CH:31]=[CH:32][CH:33]=[C:17]([C:9]2[N:10]=[C:11]3[CH:16]=[CH:15][CH:14]=[CH:13][N:12]3[C:8]=2[C:6]2[CH:5]=[CH:4][N:3]=[C:2]([NH:40][C:39]3[CH:41]=[C:35]([CH3:34])[C:36]([CH:44]4[CH2:49][CH2:48][N:47]([CH2:50][CH2:51][CH3:52])[CH2:46][CH2:45]4)=[CH:37][C:38]=3[O:42][CH3:43])[N:7]=2)[CH:18]=1. (6) Given the reactants [N+:1]([C:4]1[CH:5]=[CH:6][C:7]([C:10]2[CH2:11][C:12]([CH3:19])([CH3:18])S[C:14]([CH3:17])([CH3:16])[CH:15]=2)=[N:8][CH:9]=1)([O-:3])=[O:2].O[O:21][S:22]([O-:24])=O.[K+], predict the reaction product. The product is: [N+:1]([C:4]1[CH:5]=[CH:6][C:7]([C:10]2[CH2:11][C:12]([CH3:19])([CH3:18])[S:22](=[O:24])(=[O:21])[C:14]([CH3:17])([CH3:16])[CH:15]=2)=[N:8][CH:9]=1)([O-:3])=[O:2].